From a dataset of Catalyst prediction with 721,799 reactions and 888 catalyst types from USPTO. Predict which catalyst facilitates the given reaction. (1) Reactant: [C:1]([C:4]1[CH:9]=[CH:8][C:7](B(O)O)=[CH:6][CH:5]=1)(=[O:3])[CH3:2].I[C:14]1[S:18][C:17]([C:19]([O:21][CH3:22])=[O:20])=[C:16]([N:23]([C:27]([C@H:29]2[CH2:34][CH2:33][C@H:32]([CH3:35])[CH2:31][CH2:30]2)=[O:28])[CH:24]([CH3:26])[CH3:25])[CH:15]=1.C(=O)([O-])[O-].[Na+].[Na+]. Product: [C:1]([C:4]1[CH:9]=[CH:8][C:7]([C:14]2[S:18][C:17]([C:19]([O:21][CH3:22])=[O:20])=[C:16]([N:23]([C:27]([C@H:29]3[CH2:34][CH2:33][C@H:32]([CH3:35])[CH2:31][CH2:30]3)=[O:28])[CH:24]([CH3:26])[CH3:25])[CH:15]=2)=[CH:6][CH:5]=1)(=[O:3])[CH3:2]. The catalyst class is: 128. (2) Reactant: [CH2:1]([Li])CCCCC.[Li+].CC([N-]C(C)C)C.[Br:16][C:17]1[CH:25]=[CH:24][C:20]([C:21]([OH:23])=[O:22])=[C:19]([CH3:26])[CH:18]=1.C=O.Cl. Product: [Br:16][C:17]1[CH:18]=[C:19]2[C:20](=[CH:24][CH:25]=1)[C:21](=[O:23])[O:22][CH2:1][CH2:26]2. The catalyst class is: 1. (3) Reactant: [CH3:1][N:2]1[CH:6]=[CH:5][C:4]([C:7](=O)[CH2:8][C:9](=O)[C:10]([O:12][CH3:13])=[O:11])=[CH:3]1.[NH:16]([C:18]1[CH:19]=[CH:20][C:21]([CH3:24])=[N:22][CH:23]=1)[NH2:17].C(O)(=O)C. Product: [CH3:24][C:21]1[N:22]=[CH:23][C:18]([N:16]2[C:7]([C:4]3[CH:5]=[CH:6][N:2]([CH3:1])[CH:3]=3)=[CH:8][C:9]([C:10]([O:12][CH3:13])=[O:11])=[N:17]2)=[CH:19][CH:20]=1. The catalyst class is: 5. (4) Reactant: [CH3:1][O:2][C:3]1[C:8]2[NH:9]C(=O)[O:11][C:7]=2[CH:6]=[CH:5][CH:4]=1.[OH-].[Na+].O. Product: [NH2:9][C:8]1[C:3]([O:2][CH3:1])=[CH:4][CH:5]=[CH:6][C:7]=1[OH:11]. The catalyst class is: 33. (5) Reactant: [Cl:1][C:2]1[CH:3]=[CH:4][C:5]([N+:21]([O-])=O)=[C:6]([C:8]2[CH:12]=[C:11]([C:13]3[CH:18]=[CH:17][C:16]([Cl:19])=[CH:15][C:14]=3[Cl:20])[O:10][N:9]=2)[CH:7]=1.C([O-])([O-])=O.[Na+].[Na+].[O-]S(S([O-])=O)=O.[Na+].[Na+].CCOC(C)=O. Product: [Cl:1][C:2]1[CH:3]=[CH:4][C:5]([NH2:21])=[C:6]([C:8]2[CH:12]=[C:11]([C:13]3[CH:18]=[CH:17][C:16]([Cl:19])=[CH:15][C:14]=3[Cl:20])[O:10][N:9]=2)[CH:7]=1. The catalyst class is: 24. (6) Reactant: [CH3:1][C:2]([O:4][C@H:5]1[C:14]2[C@@:15]3([CH3:30])[C@@H:26]([CH2:27][O:28][CH3:29])[O:25][C:23](=[O:24])[C:17]4=[CH:18][O:19][C:20]([C:21](=[O:22])[C:13]=2[C@@H:8]2[CH2:9][CH2:10][C@H:11]([OH:12])[C@@:7]2([CH3:31])[CH2:6]1)=[C:16]34)=[O:3].[CH:32]1([N:38]2[CH2:43][CH2:42][NH:41][CH2:40][CH2:39]2)[CH2:37][CH2:36][CH2:35][CH2:34][CH2:33]1. Product: [C:2]([O:4][C@H:5]1[C:14]2[C@:15]3([CH3:30])[C:16](/[C:17](=[CH:18]\[N:41]4[CH2:42][CH2:43][N:38]([CH:32]5[CH2:37][CH2:36][CH2:35][CH2:34][CH2:33]5)[CH2:39][CH2:40]4)/[C:23](=[O:24])[O:25][C@@H:26]3[CH2:27][O:28][CH3:29])=[C:20]([OH:19])[C:21](=[O:22])[C:13]=2[CH:8]2[C@@:7]([CH3:31])([C@@H:11]([OH:12])[CH2:10][CH2:9]2)[CH2:6]1)(=[O:3])[CH3:1]. The catalyst class is: 2. (7) Reactant: [CH2:1]([O:3][C:4]([CH:6]1[CH:10]([C:11]2[CH:16]=[CH:15][C:14]([N+:17]([O-])=O)=[CH:13][CH:12]=2)[CH2:9][N:8]([C:20](=[O:28])[CH2:21][CH2:22][C:23]([O:25][CH2:26][CH3:27])=[O:24])[CH2:7]1)=[O:5])[CH3:2]. Product: [CH2:1]([O:3][C:4]([CH:6]1[CH:10]([C:11]2[CH:16]=[CH:15][C:14]([NH2:17])=[CH:13][CH:12]=2)[CH2:9][N:8]([C:20](=[O:28])[CH2:21][CH2:22][C:23]([O:25][CH2:26][CH3:27])=[O:24])[CH2:7]1)=[O:5])[CH3:2]. The catalyst class is: 285.